From a dataset of Catalyst prediction with 721,799 reactions and 888 catalyst types from USPTO. Predict which catalyst facilitates the given reaction. Reactant: C([NH:8][C:9]1[CH:14]=[C:13]([N:15]2[CH2:20][CH2:19][N:18]([CH3:21])[CH2:17][CH2:16]2)[N:12]=[CH:11][C:10]=1[CH2:22][OH:23])C1C=CC=CC=1.C([O-])=O.[NH4+]. Product: [NH2:8][C:9]1[CH:14]=[C:13]([N:15]2[CH2:20][CH2:19][N:18]([CH3:21])[CH2:17][CH2:16]2)[N:12]=[CH:11][C:10]=1[CH2:22][OH:23]. The catalyst class is: 19.